From a dataset of Reaction yield outcomes from USPTO patents with 853,638 reactions. Predict the reaction yield, written as a fraction of the theoretical maximum amount of product (1.0 means a 100% yield; for example, 0.34 means a 34% yield). The reactants are [CH3:1][O:2][C:3]1[CH:4]=[C:5]2[C:10](=[CH:11][C:12]=1[O:13][CH3:14])[N:9]=[CH:8][N:7]=[C:6]2[S:15][C:16]1[CH:17]=[C:18]([CH:20]=[CH:21][CH:22]=1)[NH2:19].[CH:23]([C:26]1[CH:30]=[C:29]([NH:31][C:32](=O)[O:33]C2C=CC=CC=2)[N:28]([C:41]2[CH:46]=[CH:45][CH:44]=[CH:43][CH:42]=2)[N:27]=1)([CH3:25])[CH3:24]. The catalyst is C1COCC1.CN(C1C=CN=CC=1)C. The product is [CH3:1][O:2][C:3]1[CH:4]=[C:5]2[C:10](=[CH:11][C:12]=1[O:13][CH3:14])[N:9]=[CH:8][N:7]=[C:6]2[S:15][C:16]1[CH:17]=[C:18]([NH:19][C:32]([NH:31][C:29]2[N:28]([C:41]3[CH:42]=[CH:43][CH:44]=[CH:45][CH:46]=3)[N:27]=[C:26]([CH:23]([CH3:25])[CH3:24])[CH:30]=2)=[O:33])[CH:20]=[CH:21][CH:22]=1. The yield is 0.710.